From a dataset of Catalyst prediction with 721,799 reactions and 888 catalyst types from USPTO. Predict which catalyst facilitates the given reaction. (1) Reactant: C(OC([N:8]1[CH2:12][CH2:11][CH2:10][CH:9]1[CH2:13][CH2:14][NH:15][C:16]1[C:21](=[O:22])[N:20]([CH2:23][C:24]([O:26][CH2:27][CH3:28])=[O:25])[C:19]([CH3:29])=[CH:18][N:17]=1)=O)(C)(C)C.C(O)(C(F)(F)F)=O. Product: [CH2:27]([O:26][C:24](=[O:25])[CH2:23][N:20]1[C:19]([CH3:29])=[CH:18][N:17]=[C:16]([NH:15][CH2:14][CH2:13][CH:9]2[CH2:10][CH2:11][CH2:12][NH:8]2)[C:21]1=[O:22])[CH3:28]. The catalyst class is: 4. (2) Reactant: [C:1]([O:5][C:6](=[O:15])[NH:7][C:8]1[CH:13]=[CH:12][C:11](I)=[CH:10][CH:9]=1)([CH3:4])([CH3:3])[CH3:2].C(N(CC)CC)C.[C:23]1([C:29]#[CH:30])[CH:28]=[CH:27][CH:26]=[CH:25][CH:24]=1. Product: [C:1]([O:5][C:6](=[O:15])[NH:7][C:8]1[CH:13]=[CH:12][C:11]([C:30]#[C:29][C:23]2[CH:28]=[CH:27][CH:26]=[CH:25][CH:24]=2)=[CH:10][CH:9]=1)([CH3:4])([CH3:3])[CH3:2]. The catalyst class is: 1. (3) Reactant: [CH3:1][O:2][C:3]1[CH:8]=[CH:7][C:6]([C:9]2[CH:13]([C:14]3[CH:19]=[CH:18][CH:17]=[CH:16][CH:15]=3)[C:12]([C:21]([F:24])([F:23])[F:22])(O)[O:11][N:10]=2)=[CH:5][CH:4]=1.C1(C)C=CC(S(O)(=O)=O)=CC=1. Product: [CH3:1][O:2][C:3]1[CH:8]=[CH:7][C:6]([C:9]2[C:13]([C:14]3[CH:19]=[CH:18][CH:17]=[CH:16][CH:15]=3)=[C:12]([C:21]([F:24])([F:22])[F:23])[O:11][N:10]=2)=[CH:5][CH:4]=1. The catalyst class is: 11. (4) Reactant: Br[C:2]1[CH:7]=[C:6]([NH:8][C:9]([O:11][C:12]([CH3:15])([CH3:14])[CH3:13])=[O:10])[CH:5]=[CH:4][C:3]=1[NH:16][C:17](=[O:23])[O:18][C:19]([CH3:22])([CH3:21])[CH3:20].C[CH2:25][O:26]CC.C([Li])(C)(C)C.CN(C)C=O. Product: [C:12]([O:11][C:9]([NH:8][C:6]1[CH:5]=[CH:4][C:3]([NH:16][C:17](=[O:23])[O:18][C:19]([CH3:22])([CH3:21])[CH3:20])=[C:2]([CH:25]=[O:26])[CH:7]=1)=[O:10])([CH3:15])([CH3:14])[CH3:13]. The catalyst class is: 30.